Dataset: Choline transporter screen with 302,306 compounds. Task: Binary Classification. Given a drug SMILES string, predict its activity (active/inactive) in a high-throughput screening assay against a specified biological target. (1) The compound is Brc1cn2c(NC3CCCC3)c(nc2cc1)c1ccncc1. The result is 0 (inactive). (2) The drug is OCC1(CCCN(C1)C(=O)c1cn(nc1)c1c(OC)cccc1)Cc1c(cccc1)C. The result is 0 (inactive). (3) The drug is s1c2CC(CCc2c(c1N)C(OCC)=O)C. The result is 0 (inactive). (4) The drug is O=C(Nc1ccc(Cn2ccnc2)cc1)CCc1ccc(OC)cc1. The result is 0 (inactive). (5) The molecule is s1c(CNC(=O)c2n(c3c(c2)c(=O)n(c2c3cccc2)C)C)ccc1. The result is 0 (inactive). (6) The compound is O(CC(=O)Nc1c(CC)cccc1CC)C(=O)c1cc(c2ccc(OC(=O)C)cc2)ccc1. The result is 0 (inactive).